From a dataset of Forward reaction prediction with 1.9M reactions from USPTO patents (1976-2016). Predict the product of the given reaction. (1) Given the reactants C([O-])=O.[NH4+:4].[CH2:5]([N:12]([CH2:17][C:18]([OH:20])=O)[CH2:13][C:14](O)=[O:15])[C:6]1[CH:11]=[CH:10][CH:9]=[CH:8][CH:7]=1.O.C(=O)([O-])O.[Na+], predict the reaction product. The product is: [CH2:5]([N:12]1[CH2:17][C:18](=[O:20])[NH:4][C:14](=[O:15])[CH2:13]1)[C:6]1[CH:11]=[CH:10][CH:9]=[CH:8][CH:7]=1. (2) Given the reactants [F:1][C:2]1[CH:9]=[CH:8][C:7]([F:10])=[CH:6][C:3]=1[CH:4]=[O:5].[CH3:11][O:12][C:13]1[CH:18]=[CH:17][C:16]([N:19]2[CH:23]=[CH:22][N:21]=[CH:20]2)=[CH:15][CH:14]=1.[C:32](O[C:32]([O:34][C:35]([CH3:38])([CH3:37])[CH3:36])=[O:33])([O:34][C:35]([CH3:38])([CH3:37])[CH3:36])=[O:33], predict the reaction product. The product is: [C:35]([O:34][C:32]([O:5][CH:4]([C:3]1[CH:6]=[C:7]([F:10])[CH:8]=[CH:9][C:2]=1[F:1])[C:20]1[N:19]([C:16]2[CH:17]=[CH:18][C:13]([O:12][CH3:11])=[CH:14][CH:15]=2)[C:23]2[CH:9]=[CH:2][CH:3]=[CH:4][C:22]=2[N:21]=1)=[O:33])([CH3:36])([CH3:37])[CH3:38]. (3) Given the reactants Br[C:2]1[N:3]=[C:4]2[CH:9]=[CH:8][C:7]([N:10]3[CH2:17][C@@H:16]4[C@@H:12]([CH2:13][N:14]([CH3:18])[CH2:15]4)[CH2:11]3)=[N:6][N:5]2[C:19]=1[C:20]1[CH:25]=[CH:24][N:23]=[CH:22][CH:21]=1.C(=O)([O-])[O-].[Cs+].[Cs+].[CH3:32][C:33]1[O:37][C:36](B(O)O)=[CH:35][CH:34]=1.Cl, predict the reaction product. The product is: [CH3:32][C:33]1[O:37][C:36]([C:2]2[N:3]=[C:4]3[CH:9]=[CH:8][C:7]([N:10]4[CH2:17][C@@H:16]5[C@@H:12]([CH2:13][N:14]([CH3:18])[CH2:15]5)[CH2:11]4)=[N:6][N:5]3[C:19]=2[C:20]2[CH:25]=[CH:24][N:23]=[CH:22][CH:21]=2)=[CH:35][CH:34]=1. (4) Given the reactants [S:1]1(=[O:7])(=[O:6])[CH2:5][CH2:4][CH2:3][CH2:2]1.C([Li])CCC.[CH:13]([C:15]1[CH:20]=[CH:19][C:18]([CH:21]([CH3:27])[C:22]([O:24][CH2:25][CH3:26])=[O:23])=[CH:17][CH:16]=1)=[O:14], predict the reaction product. The product is: [O:6]=[S:1]1(=[O:7])[CH2:5][CH2:4][CH2:3][CH:2]1[CH:13]([OH:14])[C:15]1[CH:16]=[CH:17][C:18]([CH:21]([CH3:27])[C:22]([O:24][CH2:25][CH3:26])=[O:23])=[CH:19][CH:20]=1. (5) Given the reactants [Cl:1][C:2]1[CH:7]=[CH:6][N:5]=[C:4]([CH2:8][NH:9][C:10]2[O:11][C:12]3[C:18]([O:19][CH3:20])=[CH:17][C:16]([C:21]([OH:23])=O)=[CH:15][C:13]=3[N:14]=2)[CH:3]=1.[CH3:24][C:25]1([CH2:33][OH:34])[CH2:30][O:29][C:28]([CH3:32])([CH3:31])[CH2:27][NH:26]1.C(N(CC)C(C)C)(C)C.CN(C(ON1N=NC2C=CC=NC1=2)=[N+](C)C)C.F[P-](F)(F)(F)(F)F, predict the reaction product. The product is: [Cl:1][C:2]1[CH:7]=[CH:6][N:5]=[C:4]([CH2:8][NH:9][C:10]2[O:11][C:12]3[C:18]([O:19][CH3:20])=[CH:17][C:16]([C:21]([N:26]4[C:25]([CH2:33][OH:34])([CH3:24])[CH2:30][O:29][C:28]([CH3:32])([CH3:31])[CH2:27]4)=[O:23])=[CH:15][C:13]=3[N:14]=2)[CH:3]=1. (6) Given the reactants [CH:1]1([C:5]([F:18])([F:17])[C:6]2[CH:16]=[CH:15][C:9]([C:10]([O:12]CC)=[O:11])=[CH:8][CH:7]=2)[CH2:4][CH2:3][CH2:2]1.[OH-].[Na+], predict the reaction product. The product is: [CH:1]1([C:5]([F:17])([F:18])[C:6]2[CH:16]=[CH:15][C:9]([C:10]([OH:12])=[O:11])=[CH:8][CH:7]=2)[CH2:4][CH2:3][CH2:2]1. (7) Given the reactants [C:1]([O:5][C:6]([N:8]1[CH2:13][CH2:12][CH:11]([O:14][C:15]2[CH:20]=[C:19]([N+:21]([O-])=O)[CH:18]=[CH:17][N:16]=2)[CH2:10][CH2:9]1)=[O:7])([CH3:4])([CH3:3])[CH3:2].[H][H], predict the reaction product. The product is: [C:1]([O:5][C:6]([N:8]1[CH2:13][CH2:12][CH:11]([O:14][C:15]2[CH:20]=[C:19]([NH2:21])[CH:18]=[CH:17][N:16]=2)[CH2:10][CH2:9]1)=[O:7])([CH3:4])([CH3:2])[CH3:3].